From a dataset of Forward reaction prediction with 1.9M reactions from USPTO patents (1976-2016). Predict the product of the given reaction. (1) Given the reactants [CH3:1][O:2][C:3]1[N:8]=[CH:7][C:6]([C:9]2[S:10][CH:11]=[C:12]([CH2:14][C:15]([O:17]C)=[O:16])[N:13]=2)=[CH:5][CH:4]=1.[Li+].[OH-].Cl, predict the reaction product. The product is: [CH3:1][O:2][C:3]1[N:8]=[CH:7][C:6]([C:9]2[S:10][CH:11]=[C:12]([CH2:14][C:15]([OH:17])=[O:16])[N:13]=2)=[CH:5][CH:4]=1. (2) Given the reactants Br[C:2]1[C:16]([F:17])=[CH:15][C:5]([CH2:6][O:7][Si:8]([C:11]([CH3:14])([CH3:13])[CH3:12])([CH3:10])[CH3:9])=[C:4]([Cl:18])[CH:3]=1.CC1(C)C2[C:41](=C(P(C3C=CC=CC=3)C3C=CC=CC=3)C=CC=2)[O:40][C:22]2C(P(C3C=CC=CC=3)C3C=CC=CC=3)=CC=CC1=2.C(N(CC)CC)C.C[OH:69].C([SiH](C)C)(C)(C)C, predict the reaction product. The product is: [Si:8]([O:7][CH2:6][C:5]1[C:4]([Cl:18])=[CH:3][C:2]([C:22]([O:40][CH3:41])=[O:69])=[C:16]([F:17])[CH:15]=1)([C:11]([CH3:14])([CH3:13])[CH3:12])([CH3:10])[CH3:9]. (3) Given the reactants [CH:1]1([N:6]2[CH2:12][C:11]([F:14])([F:13])[C:10](=[O:15])[N:9]([CH3:16])[C:8]3[CH:17]=[N:18][C:19]([NH:21][C:22]4[CH:30]=[CH:29][C:25]([C:26]([OH:28])=O)=[CH:24][C:23]=4[O:31][CH3:32])=[N:20][C:7]2=3)[CH2:5][CH2:4][CH2:3][CH2:2]1.CN(C(ON1[N:49]=[N:48][C:43]2[CH:44]=[CH:45][CH:46]=NC1=2)=[N+](C)C)C.F[P-](F)(F)(F)(F)F.N1(N)CCCC1, predict the reaction product. The product is: [CH:1]1([N:6]2[CH2:12][C:11]([F:14])([F:13])[C:10](=[O:15])[N:9]([CH3:16])[C:8]3[CH:17]=[N:18][C:19]([NH:21][C:22]4[CH:30]=[CH:29][C:25]([C:26]([NH:49][N:48]5[CH2:43][CH2:44][CH2:45][CH2:46]5)=[O:28])=[CH:24][C:23]=4[O:31][CH3:32])=[N:20][C:7]2=3)[CH2:5][CH2:4][CH2:3][CH2:2]1. (4) Given the reactants [OH:1][CH2:2][C:3]1[N:8]=[C:7](/[CH:9]=[CH:10]/[C:11]([O:13][C:14]([CH3:17])([CH3:16])[CH3:15])=[O:12])[CH:6]=[CH:5][CH:4]=1, predict the reaction product. The product is: [OH:1][CH2:2][C:3]1[N:8]=[C:7]([CH2:9][CH2:10][C:11]([O:13][C:14]([CH3:17])([CH3:16])[CH3:15])=[O:12])[CH:6]=[CH:5][CH:4]=1. (5) The product is: [C:1]([O:5][C:6]([N:8]1[CH2:9][CH2:10][CH:11]([C:14]([OH:24])([CH3:25])[CH2:15][C:16]2[C:21]([Br:22])=[CH:20][N:19]=[C:18]([Cl:23])[CH:17]=2)[CH2:12][CH2:13]1)=[O:7])([CH3:4])([CH3:2])[CH3:3]. Given the reactants [C:1]([O:5][C:6]([N:8]1[CH2:13][CH2:12][CH:11]([C:14](=[O:24])[CH2:15][C:16]2[C:21]([Br:22])=[CH:20][N:19]=[C:18]([Cl:23])[CH:17]=2)[CH2:10][CH2:9]1)=[O:7])([CH3:4])([CH3:3])[CH3:2].[CH3:25][Mg]Br, predict the reaction product. (6) Given the reactants S(Cl)(Cl)=O.[F:5][C:6]1[CH:14]=[C:13]([N+:15]([O-:17])=[O:16])[CH:12]=[CH:11][C:7]=1[C:8](O)=[O:9].[CH3:18][N:19](C=O)C, predict the reaction product. The product is: [CH3:18][NH:19][C:8](=[O:9])[C:7]1[CH:11]=[CH:12][C:13]([N+:15]([O-:17])=[O:16])=[CH:14][C:6]=1[F:5].